From a dataset of Full USPTO retrosynthesis dataset with 1.9M reactions from patents (1976-2016). Predict the reactants needed to synthesize the given product. (1) Given the product [CH2:11]([N:10]([CH2:1][C:2]1[CH:7]=[CH:6][CH:5]=[C:4]([O:8][CH3:9])[CH:3]=1)[CH3:25])[C:12]1[CH:17]=[CH:16][CH:15]=[C:14]([O:18][CH3:19])[CH:13]=1, predict the reactants needed to synthesize it. The reactants are: [CH2:1]([NH:10][CH2:11][C:12]1[CH:17]=[CH:16][CH:15]=[C:14]([O:18][CH3:19])[CH:13]=1)[C:2]1[CH:7]=[CH:6][CH:5]=[C:4]([O:8][CH3:9])[CH:3]=1.C=O.[BH4-].[Na+].F[C:25](F)(F)C(O)=O.[OH-].[Na+].[Cl-].[Na+]. (2) Given the product [NH2:17][C:18]1[CH:19]=[C:20]([CH:21]=[CH:22][C:23]=1[Br:24])[O:25][C:2]1[CH:3]=[CH:4][C:5]2[N:6]([CH:8]=[C:9]([NH:11][C:12]([CH:14]3[CH2:16][CH2:15]3)=[O:13])[N:10]=2)[N:7]=1, predict the reactants needed to synthesize it. The reactants are: I[C:2]1[CH:3]=[CH:4][C:5]2[N:6]([CH:8]=[C:9]([NH:11][C:12]([CH:14]3[CH2:16][CH2:15]3)=[O:13])[N:10]=2)[N:7]=1.[NH2:17][C:18]1[CH:19]=[C:20]([OH:25])[CH:21]=[CH:22][C:23]=1[Br:24].C(=O)([O-])[O-].[K+].[K+].CN(C)C=O. (3) Given the product [C:1]([N:5]1[C:9](=[O:10])[NH:8][C:7]([C:11]2[CH:16]=[C:15]([CH:14]=[CH:13][C:12]=2[Cl:19])[CH2:17][NH:18][C:20](=[O:25])[C:21]([CH3:24])([CH3:23])[CH3:22])=[N:6]1)([CH3:4])([CH3:2])[CH3:3], predict the reactants needed to synthesize it. The reactants are: [C:1]([N:5]1[C:9](=[O:10])[NH:8][C:7]([C:11]2[CH:16]=[C:15]([CH2:17][NH2:18])[CH:14]=[CH:13][C:12]=2[Cl:19])=[N:6]1)([CH3:4])([CH3:3])[CH3:2].[C:20](Cl)(=[O:25])[C:21]([CH3:24])([CH3:23])[CH3:22].CCN(C(C)C)C(C)C. (4) Given the product [CH3:8][N:9]1[CH2:10][CH2:11][CH2:12][N:13]([C:14]2[CH:23]=[C:22]3[C:17]([CH:18]=[C:19]([C:25]4[CH:30]=[CH:29][CH:28]=[CH:27][C:26]=4[C:31]([F:33])([F:34])[F:32])[NH:20][C:21]3=[O:24])=[CH:16][CH:15]=2)[C:1]1=[O:2], predict the reactants needed to synthesize it. The reactants are: [C:1](Cl)(Cl)=[O:2].C(Cl)Cl.[CH3:8][NH:9][CH2:10][CH2:11][CH2:12][NH:13][C:14]1[CH:23]=[C:22]2[C:17]([CH:18]=[C:19]([C:25]3[CH:30]=[CH:29][CH:28]=[CH:27][C:26]=3[C:31]([F:34])([F:33])[F:32])[NH:20][C:21]2=[O:24])=[CH:16][CH:15]=1.C(N(CC)CC)C. (5) Given the product [CH2:1]([O:8][C:9]1[CH:10]=[CH:11][C:12]2[O:18][C:16]([C:27](=[O:30])[CH2:28][CH3:29])=[C:15]([CH3:19])[C:13]=2[CH:14]=1)[C:2]1[CH:7]=[CH:6][CH:5]=[CH:4][CH:3]=1, predict the reactants needed to synthesize it. The reactants are: [CH2:1]([O:8][C:9]1[CH:10]=[CH:11][C:12]([OH:18])=[C:13]([C:15](=O)[CH3:16])[CH:14]=1)[C:2]1[CH:7]=[CH:6][CH:5]=[CH:4][CH:3]=1.[C:19](=O)([O-])[O-].[K+].[K+].BrC[C:27](=[O:30])[CH2:28][CH3:29].